From a dataset of Reaction yield outcomes from USPTO patents with 853,638 reactions. Predict the reaction yield, written as a fraction of the theoretical maximum amount of product (1.0 means a 100% yield; for example, 0.34 means a 34% yield). (1) The reactants are I[C:2]1[CH:3]=[C:4]([N:8]2[C:12]3=[N:13][C:14]([N:17]4[CH2:22][CH2:21][O:20][CH2:19][CH2:18]4)=[CH:15][CH:16]=[C:11]3[C:10]([C:23]([O:25][CH3:26])=[O:24])=[N:9]2)[CH:5]=[CH:6][CH:7]=1.[C:27]([C@:29]1([OH:36])[CH2:33][CH2:32][N:31]([CH3:34])[C:30]1=[O:35])#[CH:28]. No catalyst specified. The product is [OH:36][C@@:29]1([C:27]#[C:28][C:2]2[CH:3]=[C:4]([N:8]3[C:12]4=[N:13][C:14]([N:17]5[CH2:18][CH2:19][O:20][CH2:21][CH2:22]5)=[CH:15][CH:16]=[C:11]4[C:10]([C:23]([O:25][CH3:26])=[O:24])=[N:9]3)[CH:5]=[CH:6][CH:7]=2)[CH2:33][CH2:32][N:31]([CH3:34])[C:30]1=[O:35]. The yield is 0.810. (2) The reactants are [CH2:1]([C:5]1[N:6]=[C:7]([CH3:27])[NH:8][C:9](=[O:26])[C:10]=1[CH2:11][C:12]1[CH:17]=[CH:16][C:15]([C:18]2[C:19]([C:24]#[N:25])=[CH:20][CH:21]=[CH:22][CH:23]=2)=[CH:14][CH:13]=1)[CH2:2][CH2:3][CH3:4].N(C(N1CCCCC1)=O)=NC(N1CCCCC1)=O.C(P(CCCC)CCCC)CCC.[S:59]1[C:63]2[CH:64]=[CH:65][CH:66]=[CH:67][C:62]=2[CH:61]=[C:60]1[CH2:68]O. The catalyst is C(OCC)(=O)C.O1CCCC1. The product is [S:59]1[C:63]2[CH:64]=[CH:65][CH:66]=[CH:67][C:62]=2[CH:61]=[C:60]1[CH2:68][N:8]1[C:9](=[O:26])[C:10]([CH2:11][C:12]2[CH:17]=[CH:16][C:15]([C:18]3[C:19]([C:24]#[N:25])=[CH:20][CH:21]=[CH:22][CH:23]=3)=[CH:14][CH:13]=2)=[C:5]([CH2:1][CH2:2][CH2:3][CH3:4])[N:6]=[C:7]1[CH3:27]. The yield is 0.450.